The task is: Predict the product of the given reaction.. This data is from Forward reaction prediction with 1.9M reactions from USPTO patents (1976-2016). The product is: [C:56]([O:60][C:61]([N:63]1[CH2:67][CH2:66][CH2:65][CH:64]1[C:68]1[NH:69][C:70]([C:73]2[CH:82]=[CH:81][C:80]3[C:75](=[CH:76][CH:77]=[C:78]([C:107]4[CH:108]=[C:109]5[C:104](=[CH:105][CH:106]=4)[C:102]4[NH:103][C:99]([CH:95]6[CH2:96][CH2:97][CH2:98][N:94]6[C:92](=[O:93])[CH:88]([NH:87][C:86]([O:85][CH3:84])=[O:121])[CH:89]([CH3:91])[CH3:90])=[N:100][C:101]=4[CH2:111][CH2:110]5)[CH:79]=3)[CH:74]=2)=[CH:71][N:72]=1)=[O:62])([CH3:59])([CH3:58])[CH3:57]. Given the reactants C(OC(N1CC(=C)CC1C1NC(C2C=CC(C3C=CC4C(=CC=C(C5NC(C6CCCN6C(=O)C(NC(OC)=O)C(C)C)=NC=5)C=4)C=3)=CC=2)=CN=1)=O)(C)(C)C.[C:56]([O:60][C:61]([N:63]1[CH2:67][CH2:66][CH2:65][CH:64]1[C:68]1[NH:69][C:70]([C:73]2[CH:82]=[CH:81][C:80]3[C:75](=[CH:76][CH:77]=[C:78](Br)[CH:79]=3)[CH:74]=2)=[CH:71][N:72]=1)=[O:62])([CH3:59])([CH3:58])[CH3:57].[CH3:84][O:85][C:86](=[O:121])[NH:87][CH:88]([C:92]([N:94]1[CH2:98][CH2:97][CH2:96][CH:95]1[C:99]1[NH:103][C:102]2[C:104]3[C:109]([CH2:110][CH2:111][C:101]=2[N:100]=1)=[CH:108][C:107](B1OC(C)(C)C(C)(C)O1)=[CH:106][CH:105]=3)=[O:93])[CH:89]([CH3:91])[CH3:90], predict the reaction product.